From a dataset of Forward reaction prediction with 1.9M reactions from USPTO patents (1976-2016). Predict the product of the given reaction. (1) Given the reactants [K+].[C:2]([C:4]1[N:5]=[C:6]([C:17]([O-:19])=O)[N:7]([CH2:9][O:10][CH2:11][CH2:12][Si:13]([CH3:16])([CH3:15])[CH3:14])[CH:8]=1)#[N:3].N1C=CC=CC=1.O=S(Cl)Cl.[NH2:30][C:31]1[CH:36]=[CH:35][C:34]([S:37]([NH:40][C:41]([CH3:44])([CH3:43])[CH3:42])(=[O:39])=[O:38])=[CH:33][C:32]=1[C:45]1[CH2:50][CH2:49][C:48]([CH3:52])([CH3:51])[CH2:47][CH:46]=1, predict the reaction product. The product is: [C:41]([NH:40][S:37]([C:34]1[CH:35]=[CH:36][C:31]([NH:30][C:17]([C:6]2[N:7]([CH2:9][O:10][CH2:11][CH2:12][Si:13]([CH3:14])([CH3:15])[CH3:16])[CH:8]=[C:4]([C:2]#[N:3])[N:5]=2)=[O:19])=[C:32]([C:45]2[CH2:50][CH2:49][C:48]([CH3:52])([CH3:51])[CH2:47][CH:46]=2)[CH:33]=1)(=[O:39])=[O:38])([CH3:44])([CH3:42])[CH3:43]. (2) Given the reactants [NH2:1][C:2]1[C:3]([C:12]([OH:14])=[O:13])=[CH:4][C:5]2[CH2:6][CH2:7][CH2:8][CH2:9][C:10]=2[CH:11]=1.Cl[C:16]([O:18][CH2:19][CH3:20])=O, predict the reaction product. The product is: [CH2:19]([O:18][C:16]1[O:13][C:12](=[O:14])[C:3]2[CH:4]=[C:5]3[C:10]([CH2:9][CH2:8][CH2:7][CH2:6]3)=[CH:11][C:2]=2[N:1]=1)[CH3:20]. (3) Given the reactants [S:1]1[CH:5]=[CH:4][N:3]=[CH:2]1.C([Li])CCC.[Cl:11][C:12]1[C:17]([Cl:18])=[CH:16][CH:15]=[CH:14][C:13]=1[S:19]([N:22]([CH2:39][O:40][CH2:41][CH2:42][Si:43]([CH3:46])([CH3:45])[CH3:44])[C:23]1[N:24]=[CH:25][C:26]([S:31][CH2:32][C:33](N(OC)C)=[O:34])=[N:27][C:28]=1[O:29][CH3:30])(=[O:21])=[O:20].Cl, predict the reaction product. The product is: [Cl:11][C:12]1[C:17]([Cl:18])=[CH:16][CH:15]=[CH:14][C:13]=1[S:19]([N:22]([C:23]1[C:28]([O:29][CH3:30])=[N:27][C:26]([S:31][CH2:32][C:33](=[O:34])[C:2]2[S:1][CH:5]=[CH:4][N:3]=2)=[CH:25][N:24]=1)[CH2:39][O:40][CH2:41][CH2:42][Si:43]([CH3:44])([CH3:46])[CH3:45])(=[O:20])=[O:21]. (4) The product is: [CH3:1][O:2][C:3](=[O:20])[C:4]1[CH:9]=[C:8]([C:10](=[O:18])[C:11]2[CH:16]=[CH:15][C:14]([N:26]([C:25]3[CH:28]=[CH:29][C:22]([Cl:21])=[CH:23][CH:24]=3)[CH3:27])=[CH:13][N:12]=2)[CH:7]=[CH:6][C:5]=1[F:19]. Given the reactants [CH3:1][O:2][C:3](=[O:20])[C:4]1[CH:9]=[C:8]([C:10](=[O:18])[C:11]2[CH:16]=[CH:15][C:14](Br)=[CH:13][N:12]=2)[CH:7]=[CH:6][C:5]=1[F:19].[Cl:21][C:22]1[CH:29]=[CH:28][C:25]([NH:26][CH3:27])=[CH:24][CH:23]=1, predict the reaction product. (5) Given the reactants CS[C:3]1[CH:4]=[C:5]([CH:12]=[C:13]([N+:15]([O-:17])=[O:16])[CH:14]=1)[C:6]([O:8][CH2:9][CH:10]=[CH2:11])=[O:7].[OH:18][S:19]([O-:22])(=O)=O.[K+].[CH3:24]O, predict the reaction product. The product is: [CH3:24][S:19]([C:3]1[CH:4]=[C:5]([CH:12]=[C:13]([N+:15]([O-:17])=[O:16])[CH:14]=1)[C:6]([O:8][CH2:9][CH:10]=[CH2:11])=[O:7])(=[O:22])=[O:18]. (6) Given the reactants [CH3:1][C:2]([CH3:17])=[CH:3][CH2:4][N:5]1[C:14]2[C:9](=[CH:10][CH:11]=[CH:12][CH:13]=2)[NH:8][C:7](=[O:15])[C:6]1=[O:16].[Al+3].[Cl-].[Cl-].[Cl-], predict the reaction product. The product is: [CH3:1][C:2]1([CH3:17])[C:13]2[C:14]3[N:5]([C:6](=[O:16])[C:7](=[O:15])[NH:8][C:9]=3[CH:10]=[CH:11][CH:12]=2)[CH2:4][CH2:3]1. (7) Given the reactants [CH2:1]([O:8][C:9]1[C:10]([C:20]([O:22][CH3:23])=[O:21])=[N:11][C:12](Br)=[C:13]2[C:18]=1[N:17]=[CH:16][CH:15]=[CH:14]2)[C:2]1[CH:7]=[CH:6][CH:5]=[CH:4][CH:3]=1.CCN(C(C)C)C(C)C.[NH2:33][CH2:34][CH2:35][CH2:36][CH2:37][CH2:38][CH2:39][NH:40][C:41](=[O:47])[O:42][C:43]([CH3:46])([CH3:45])[CH3:44].O, predict the reaction product. The product is: [CH2:1]([O:8][C:9]1[C:10]([C:20]([O:22][CH3:23])=[O:21])=[N:11][C:12]([NH:33][CH2:34][CH2:35][CH2:36][CH2:37][CH2:38][CH2:39][NH:40][C:41]([O:42][C:43]([CH3:46])([CH3:45])[CH3:44])=[O:47])=[C:13]2[C:18]=1[N:17]=[CH:16][CH:15]=[CH:14]2)[C:2]1[CH:7]=[CH:6][CH:5]=[CH:4][CH:3]=1. (8) The product is: [F:4][C:5]1[CH:10]=[CH:9][C:8]([N:1]=[N:2][NH:3][CH2:19][C:20]([OH:22])=[O:21])=[CH:7][CH:6]=1.[NH:1]=[N:2][NH2:3]. Given the reactants [NH:1]=[N:2][NH2:3].[F:4][C:5]1[CH:10]=[CH:9][C:8](N)=[CH:7][CH:6]=1.Cl.N([O-])=O.[Na+].N([CH2:19][C:20]([OH:22])=[O:21])C.C(=O)([O-])[O-].[Na+].[Na+], predict the reaction product. (9) Given the reactants Cl.[NH:2]1[CH2:7][CH2:6][CH:5]([N:8]2[C:13]3[C:14]4[CH:20]=[CH:19][N:18]([CH2:21][O:22][CH2:23][CH2:24][Si:25]([CH3:28])([CH3:27])[CH3:26])[C:15]=4[N:16]=[CH:17][C:12]=3[C:11](=[O:29])[NH:10][C:9]2=[O:30])[CH2:4][CH2:3]1.[C:31]([C:33]1[CH:40]=[CH:39][C:36]([CH:37]=O)=[CH:35][CH:34]=1)#[N:32].B.N1C=CC=CC=1C.[OH-].[Na+], predict the reaction product. The product is: [O:30]=[C:9]1[N:8]([CH:5]2[CH2:4][CH2:3][N:2]([CH2:37][C:36]3[CH:39]=[CH:40][C:33]([C:31]#[N:32])=[CH:34][CH:35]=3)[CH2:7][CH2:6]2)[C:13]2[C:14]3[CH:20]=[CH:19][N:18]([CH2:21][O:22][CH2:23][CH2:24][Si:25]([CH3:27])([CH3:26])[CH3:28])[C:15]=3[N:16]=[CH:17][C:12]=2[C:11](=[O:29])[NH:10]1.